Task: Predict the reactants needed to synthesize the given product.. Dataset: Full USPTO retrosynthesis dataset with 1.9M reactions from patents (1976-2016) (1) Given the product [CH:35]1([N:15]([C:16]2[CH:21]=[CH:20][CH:19]=[C:18]([NH:22][C:23](=[O:27])[CH:24]([CH3:26])[CH3:25])[CH:17]=2)[C:13](=[O:14])[N:12]([CH3:63])[C:10]2[S:11][C:7]([S:6][CH2:5][C:4]([OH:3])=[O:34])=[CH:8][N:9]=2)[CH2:39][CH2:38][CH2:37][CH2:36]1, predict the reactants needed to synthesize it. The reactants are: C([O:3][C:4](=[O:34])[CH2:5][S:6][C:7]1[S:11][C:10]([NH:12][C:13]([N:15](CC2CCCC2)[C:16]2[CH:21]=[CH:20][CH:19]=[C:18]([NH:22][C:23](=[O:27])[CH:24]([CH3:26])[CH3:25])[CH:17]=2)=[O:14])=[N:9][CH:8]=1)C.[CH:35]1(CN(C2C=CC(F)=C(F)C=2)C(=O)NC2SC=C(CC(O)=O)N=2)[CH2:39][CH2:38][CH2:37][CH2:36]1.N[C:63]1C=C(NC(=O)C(C)C)C=CC=1.C1(C=O)CCCC1.C(OC(=O)CSC1SC(N)=NC=1)C. (2) Given the product [CH3:8][C:2]([C:9]1[CH:14]=[CH:13][C:12]([O:15][CH2:19][C@@H:17]2[CH2:16][O:18]2)=[CH:11][CH:10]=1)([CH3:1])[CH2:3][C:4]([CH3:5])([CH3:6])[CH3:7], predict the reactants needed to synthesize it. The reactants are: [CH3:1][C:2]([C:9]1[CH:14]=[CH:13][C:12]([OH:15])=[CH:11][CH:10]=1)([CH3:8])[CH2:3][C:4]([CH3:7])([CH3:6])[CH3:5].[CH2:16]1[O:18][C@H:17]1[CH2:19]Cl. (3) Given the product [Cl:35][C:34]1[C:33]([N:36]2[CH2:41][CH2:40][N:39]3[CH2:42][C@H:43]([OH:45])[CH2:44][C@H:38]3[CH2:37]2)=[CH:32][C:29]([C:30]#[N:31])=[CH:28][C:27]=1[NH:26][C:2]1[N:7]=[C:6]([N:8]([CH:18]2[CH2:20][CH2:19]2)[CH2:9][C:10]2[CH:15]=[CH:14][C:13]([O:16][CH3:17])=[CH:12][CH:11]=2)[C:5]2=[N:21][CH:22]=[C:23]([C:24]#[N:25])[N:4]2[N:3]=1, predict the reactants needed to synthesize it. The reactants are: Cl[C:2]1[N:7]=[C:6]([N:8]([CH:18]2[CH2:20][CH2:19]2)[CH2:9][C:10]2[CH:15]=[CH:14][C:13]([O:16][CH3:17])=[CH:12][CH:11]=2)[C:5]2=[N:21][CH:22]=[C:23]([C:24]#[N:25])[N:4]2[N:3]=1.[NH2:26][C:27]1[CH:28]=[C:29]([CH:32]=[C:33]([N:36]2[CH2:41][CH2:40][N:39]3[CH2:42][C@H:43]([OH:45])[CH2:44][C@H:38]3[CH2:37]2)[C:34]=1[Cl:35])[C:30]#[N:31].CC1(C)C2C(=C(P(C3C=CC=CC=3)C3C=CC=CC=3)C=CC=2)OC2C(P(C3C=CC=CC=3)C3C=CC=CC=3)=CC=CC1=2.C(=O)([O-])[O-].[Cs+].[Cs+]. (4) Given the product [N:1]1[C:10]2[C:5](=[CH:6][C:7](/[CH:11]=[C:12]3/[C:13](=[O:39])[N:14]=[C:15]([NH:17][C:18]4[C:19]([Cl:26])=[CH:20][C:21]([Cl:25])=[CH:22][C:23]=4[Cl:24])[S:16]/3)=[CH:8][CH:9]=2)[N:4]=[CH:3][CH:2]=1, predict the reactants needed to synthesize it. The reactants are: [N:1]1[C:10]2[C:5](=[CH:6][C:7](/[CH:11]=[C:12]3/[CH:13]=[N:14][CH:15]([NH:17][C:18]4[C:23]([Cl:24])=[CH:22][C:21]([Cl:25])=[CH:20][C:19]=4[Cl:26])[S:16]/3)=[CH:8][CH:9]=2)[N:4]=[CH:3][CH:2]=1.[Na].N1C2C(=CC(C=[O:39])=CC=2)N=CC=1.N1CCCCC1.Cl.